From a dataset of Catalyst prediction with 721,799 reactions and 888 catalyst types from USPTO. Predict which catalyst facilitates the given reaction. (1) Reactant: [Br:1][C:2]1[CH:7]=[CH:6][C:5]([N:8]2[C:19]3[C:11](=[CH:12][C:13]4[O:17][CH:16]=[N:15][C:14]=4[C:18]=3[F:20])[N:10]([S:21]([CH:24]3[CH2:26][CH2:25]3)(=[O:23])=[O:22])C2=O)=[C:4]([Cl:28])[CH:3]=1.C[Si](C)(C)[O-].[K+]. Product: [F:20][C:18]1[C:14]2[N:15]=[CH:16][O:17][C:13]=2[CH:12]=[C:11]([NH:10][S:21]([CH:24]2[CH2:25][CH2:26]2)(=[O:22])=[O:23])[C:19]=1[NH:8][C:5]1[CH:6]=[CH:7][C:2]([Br:1])=[CH:3][C:4]=1[Cl:28]. The catalyst class is: 1. (2) Reactant: [NH:1]1[CH:5]=[CH:4][CH:3]=[C:2]1[C:6]#[N:7].[NH2:8][OH:9]. The catalyst class is: 14. Product: [OH:9][NH:8][C:6]([C:2]1[NH:1][CH:5]=[CH:4][CH:3]=1)=[NH:7]. (3) Reactant: [N:1]([C:4]1[N:9]=[C:8]([O:10][CH2:11][C:12]([F:15])([F:14])[F:13])[CH:7]=[C:6]([O:16][CH2:17][C:18]([F:21])([F:20])[F:19])[N:5]=1)=[C:2]=[O:3].[Br:22][C:23]1[CH:30]=[CH:29][C:26]([NH:27][CH3:28])=[CH:25][CH:24]=1. Product: [F:15][C:12]([F:13])([F:14])[CH2:11][O:10][C:8]1[CH:7]=[C:6]([O:16][CH2:17][C:18]([F:21])([F:20])[F:19])[N:5]=[C:4]([NH:1][C:2](=[O:3])[N:27]([CH3:28])[C:26]2[CH:29]=[CH:30][C:23]([Br:22])=[CH:24][CH:25]=2)[N:9]=1. The catalyst class is: 12. (4) Reactant: [C:1]([C:5]1[NH:6][C:7]([C:15]([CH2:18][CH3:19])([CH3:17])[CH3:16])=[C:8]([C:10]([CH2:13][CH3:14])([CH3:12])[CH3:11])[N:9]=1)([CH3:4])([CH3:3])[CH3:2].[Cl:20][Ti:21](Cl)(Cl)Cl. Product: [Cl-:20].[Cl-:20].[Cl-:20].[C:1]([C:5]1[N-:9][C:8]([C:10]([CH3:11])([CH3:12])[CH2:13][CH3:14])=[C:7]([C:15]([CH3:17])([CH3:16])[CH2:18][CH3:19])[N:6]=1)([CH3:4])([CH3:3])[CH3:2].[Ti+4:21]. The catalyst class is: 11. (5) Reactant: [C:1]([O:5][C:6]([N:8]([CH2:19]C1C=CC(C(O)=O)=CC=1)[C@H:9]1[CH2:14][CH2:13][C@H:12]([C:15]([CH3:18])([CH3:17])[CH3:16])[CH2:11][CH2:10]1)=[O:7])([CH3:4])([CH3:3])[CH3:2].ON1[C:34]2[CH:35]=[CH:36][CH:37]=[CH:38][C:33]=2N=N1.Cl.C(N=C=NCCCN(C)C)C.Cl.CN[O:54][CH3:55].CCN(C(C)C)C(C)C.[CH3:65][N:66]([CH:68]=[O:69])C. Product: [CH3:55][O:54][N:66]([CH3:65])[C:68](=[O:69])[C:33]1[CH:34]=[CH:35][C:36]([CH2:19][N:8]([C:6]([O:5][C:1]([CH3:4])([CH3:3])[CH3:2])=[O:7])[C@H:9]2[CH2:10][CH2:11][C@H:12]([C:15]([CH3:18])([CH3:17])[CH3:16])[CH2:13][CH2:14]2)=[CH:37][CH:38]=1. The catalyst class is: 2. (6) Reactant: [CH2:1]([O:3][C:4]([C:6]1[C:7]([CH3:17])=[N:8][C:9](S(CC)(=O)=O)=[N:10][CH:11]=1)=[O:5])[CH3:2].[CH3:18][N:19]1[CH2:24][CH2:23][CH:22]([CH2:25][CH2:26][CH2:27][NH2:28])[CH2:21][CH2:20]1. Product: [CH2:1]([O:3][C:4]([C:6]1[C:7]([CH3:17])=[N:8][C:9]([NH:28][CH2:27][CH2:26][CH2:25][CH:22]2[CH2:21][CH2:20][N:19]([CH3:18])[CH2:24][CH2:23]2)=[N:10][CH:11]=1)=[O:5])[CH3:2]. The catalyst class is: 14. (7) Reactant: Cl.[CH3:2][O:3][C:4](=[O:8])[CH:5]([CH3:7])[NH2:6].C(N(CC)CC)C.[N+:16]([C:19]1[CH:24]=[CH:23][CH:22]=[CH:21][C:20]=1[S:25](Cl)(=[O:27])=[O:26])([O-:18])=[O:17]. Product: [N+:16]([C:19]1[CH:24]=[CH:23][CH:22]=[CH:21][C:20]=1[S:25]([NH:6][CH:5]([CH3:7])[C:4]([O:3][CH3:2])=[O:8])(=[O:27])=[O:26])([O-:18])=[O:17]. The catalyst class is: 4. (8) Reactant: Br[CH2:2][C:3]1[CH:8]=[CH:7][C:6]([C:9]2[CH:13]=[C:12]([C:14]([NH2:16])=[O:15])[O:11][N:10]=2)=[CH:5][CH:4]=1.[Cl:17][C:18]1[CH:19]=[C:20]([OH:24])[CH:21]=[CH:22][CH:23]=1.C([O-])([O-])=O.[K+].[K+]. Product: [Cl:17][C:18]1[CH:19]=[C:20]([CH:21]=[CH:22][CH:23]=1)[O:24][CH2:2][C:3]1[CH:8]=[CH:7][C:6]([C:9]2[CH:13]=[C:12]([C:14]([NH2:16])=[O:15])[O:11][N:10]=2)=[CH:5][CH:4]=1. The catalyst class is: 23.